Dataset: Reaction yield outcomes from USPTO patents with 853,638 reactions. Task: Predict the reaction yield, written as a fraction of the theoretical maximum amount of product (1.0 means a 100% yield; for example, 0.34 means a 34% yield). The reactants are [CH3:1][N:2]1[C:7](=[O:8])[C:6]([NH:9][C:10]2[CH:18]=[C:13]3[CH2:14][O:15][CH2:16][CH2:17][N:12]3[N:11]=2)=[CH:5][C:4]([C:19]2[C:24]([CH:25]=[O:26])=[C:23]([N:27]3[CH2:38][CH2:37][N:36]4[C:29](=[CH:30][C:31]5[CH2:32][C:33]([CH3:40])([CH3:39])[CH2:34][C:35]=54)[C:28]3=[O:41])[N:22]=[CH:21][CH:20]=2)=[CH:3]1.[BH4-].[Na+]. The catalyst is CO. The product is [N:11]1[N:12]2[C:13]([CH2:14][O:15][CH2:16][CH2:17]2)=[CH:18][C:10]=1[NH:9][C:6]1[C:7](=[O:8])[N:2]([CH3:1])[CH:3]=[C:4]([C:19]2[CH:20]=[CH:21][N:22]=[C:23]([N:27]3[CH2:38][CH2:37][N:36]4[C:35]5[CH2:34][C:33]([CH3:40])([CH3:39])[CH2:32][C:31]=5[CH:30]=[C:29]4[C:28]3=[O:41])[C:24]=2[CH2:25][OH:26])[CH:5]=1. The yield is 0.210.